Dataset: Forward reaction prediction with 1.9M reactions from USPTO patents (1976-2016). Task: Predict the product of the given reaction. Given the reactants FC(F)(F)C(O)=O.[C:8]([C:11]1[CH:12]=[C:13]([C:40]2[CH:45]=[CH:44][CH:43]=[C:42]([O:46][CH3:47])[CH:41]=2)[CH:14]=[C:15]2[C:23]=1[NH:22][C:21]1[CH:20]=[C:19]([C:24]([N:26]3[CH2:32][CH2:31][CH2:30][N:29](C(OC(C)(C)C)=O)[CH2:28][CH2:27]3)=[O:25])[CH:18]=[CH:17][C:16]2=1)(=[O:10])[NH2:9], predict the reaction product. The product is: [N:26]1([C:24]([C:19]2[CH:20]=[C:21]3[C:16]([C:15]4[CH:14]=[C:13]([C:40]5[CH:45]=[CH:44][CH:43]=[C:42]([O:46][CH3:47])[CH:41]=5)[CH:12]=[C:11]([C:8]([NH2:9])=[O:10])[C:23]=4[NH:22]3)=[CH:17][CH:18]=2)=[O:25])[CH2:32][CH2:31][CH2:30][NH:29][CH2:28][CH2:27]1.